Dataset: Forward reaction prediction with 1.9M reactions from USPTO patents (1976-2016). Task: Predict the product of the given reaction. Given the reactants [OH:1][CH2:2][C:3]1[CH:37]=[CH:36][C:6]([CH2:7][N:8]2[C:13](=[O:14])[C:12]([CH2:15][C:16]3[CH:21]=[CH:20][C:19]([C:22]4[C:23]([C:28]#[N:29])=[CH:24][CH:25]=[CH:26][CH:27]=4)=[CH:18][CH:17]=3)=[C:11]([CH2:30][CH2:31][CH3:32])[N:10]3[N:33]=[CH:34][N:35]=[C:9]23)=[CH:5][CH:4]=1, predict the reaction product. The product is: [CH:2]([C:3]1[CH:4]=[CH:5][C:6]([CH2:7][N:8]2[C:13](=[O:14])[C:12]([CH2:15][C:16]3[CH:21]=[CH:20][C:19]([C:22]4[C:23]([C:28]#[N:29])=[CH:24][CH:25]=[CH:26][CH:27]=4)=[CH:18][CH:17]=3)=[C:11]([CH2:30][CH2:31][CH3:32])[N:10]3[N:33]=[CH:34][N:35]=[C:9]23)=[CH:36][CH:37]=1)=[O:1].